From a dataset of Forward reaction prediction with 1.9M reactions from USPTO patents (1976-2016). Predict the product of the given reaction. Given the reactants [Cl:1][C:2]1[CH:3]=[C:4]([NH:9][C:10]2[C:15]3[C:16]4[CH2:22][CH2:21][NH:20][CH2:19][CH2:18][C:17]=4[S:23][C:14]=3[N:13]=[CH:12][N:11]=2)[CH:5]=[CH:6][C:7]=1[F:8].Cl.[CH3:25][N:26]([CH3:33])[CH2:27]/[CH:28]=[CH:29]/[C:30](O)=[O:31], predict the reaction product. The product is: [Cl:1][C:2]1[CH:3]=[C:4]([NH:9][C:10]2[C:15]3[C:16]4[CH2:22][CH2:21][N:20]([C:30](=[O:31])/[CH:29]=[CH:28]/[CH2:27][N:26]([CH3:33])[CH3:25])[CH2:19][CH2:18][C:17]=4[S:23][C:14]=3[N:13]=[CH:12][N:11]=2)[CH:5]=[CH:6][C:7]=1[F:8].